This data is from Reaction yield outcomes from USPTO patents with 853,638 reactions. The task is: Predict the reaction yield, written as a fraction of the theoretical maximum amount of product (1.0 means a 100% yield; for example, 0.34 means a 34% yield). (1) The reactants are [NH2:1][C:2]1[CH:3]=[C:4]([C:8]2[S:12][C:11]([C:13]3[CH:14]=[C:15]4[C:19](=[CH:20][CH:21]=3)[C:18](=[O:22])[N:17]([CH3:23])[CH2:16]4)=[CH:10][CH:9]=2)[CH:5]=[N:6][CH:7]=1.[Cl:24][C:25]1[CH:26]=[C:27]([S:32](Cl)(=[O:34])=[O:33])[CH:28]=[CH:29][C:30]=1[Cl:31]. No catalyst specified. The product is [Cl:24][C:25]1[CH:26]=[C:27]([S:32]([NH:1][C:2]2[CH:7]=[N:6][CH:5]=[C:4]([C:8]3[S:12][C:11]([C:13]4[CH:14]=[C:15]5[C:19](=[CH:20][CH:21]=4)[C:18](=[O:22])[N:17]([CH3:23])[CH2:16]5)=[CH:10][CH:9]=3)[CH:3]=2)(=[O:33])=[O:34])[CH:28]=[CH:29][C:30]=1[Cl:31]. The yield is 0.150. (2) The reactants are Br[CH2:2][C:3]([C:5]1[C:6]([C:11]2[CH:16]=[CH:15][CH:14]=[CH:13][CH:12]=2)=[N:7][O:8][C:9]=1[CH3:10])=[O:4].[NH2:17][C:18]1[C:23]([OH:24])=[CH:22][CH:21]=[CH:20][N:19]=1. The product is [CH3:10][C:9]1[O:8][N:7]=[C:6]([C:11]2[CH:16]=[CH:15][CH:14]=[CH:13][CH:12]=2)[C:5]=1[C:3](=[O:4])[CH2:2][O:24][C:23]1[C:18]2[N:19]([CH:2]=[C:3]([C:5]3[C:6]([C:11]4[CH:16]=[CH:15][CH:14]=[CH:13][CH:12]=4)=[N:7][O:8][C:9]=3[CH3:10])[N:17]=2)[CH:20]=[CH:21][CH:22]=1. No catalyst specified. The yield is 0.0700. (3) The reactants are [F:1][C:2]([F:19])([F:18])[C:3]1[CH:4]=[CH:5][C:6]([C:9]2[CH:16]=[CH:15][C:12]([C:13]#[N:14])=[C:11](F)[CH:10]=2)=[N:7][CH:8]=1.Br.[CH:21]1([CH2:24][S:25]C(=N)N)[CH2:23][CH2:22]1.[OH-].[Na+]. The catalyst is CN(C)C=O. The product is [CH:21]1([CH2:24][S:25][C:11]2[CH:10]=[C:9]([C:6]3[CH:5]=[CH:4][C:3]([C:2]([F:19])([F:18])[F:1])=[CH:8][N:7]=3)[CH:16]=[CH:15][C:12]=2[C:13]#[N:14])[CH2:23][CH2:22]1. The yield is 0.960. (4) The reactants are [H-].[Na+].[F:3][C:4]1[CH:9]=[CH:8][CH:7]=[CH:6][C:5]=1[CH2:10][C:11]#[N:12].Cl[CH2:14][CH2:15][CH2:16]Cl. The catalyst is CS(C)=O. The product is [F:3][C:4]1[CH:9]=[CH:8][CH:7]=[CH:6][C:5]=1[C:10]1([C:11]#[N:12])[CH2:16][CH2:15][CH2:14]1. The yield is 0.800.